This data is from Full USPTO retrosynthesis dataset with 1.9M reactions from patents (1976-2016). The task is: Predict the reactants needed to synthesize the given product. (1) Given the product [OH:1][CH2:2][CH2:3][O:4][CH2:5][CH2:6][C:7](=[NH:8])[NH:9][O:10][C:11](=[CH:12][C:13]([O:15][CH2:16][CH3:17])=[O:14])[C:18]([O:20][CH2:21][CH3:22])=[O:19], predict the reactants needed to synthesize it. The reactants are: [OH:1][CH2:2][CH2:3][O:4][CH2:5][CH2:6][C:7]#[N:8].[NH2:9][OH:10].[C:11]([C:18]([O:20][CH2:21][CH3:22])=[O:19])#[C:12][C:13]([O:15][CH2:16][CH3:17])=[O:14]. (2) Given the product [P:1]([OH:3])([OH:8])([O:13][CH2:14][C@H:15]1[CH2:19][CH2:18][CH2:17][N:16]1[CH2:20][CH2:21][CH2:22][O:23][C:24]1[CH:33]=[C:32]2[C:27]([C:28]([NH:34][C:35]3[S:36][C:37]([CH2:40][C:41]([NH:43][C:44]4[CH:49]=[CH:48][CH:47]=[C:46]([F:50])[C:45]=4[F:51])=[O:42])=[CH:38][N:39]=3)=[N:29][CH:30]=[N:31]2)=[CH:26][C:25]=1[O:52][CH3:53])=[O:2], predict the reactants needed to synthesize it. The reactants are: [P:1]([O:13][CH2:14][C@H:15]1[CH2:19][CH2:18][CH2:17][N:16]1[CH2:20][CH2:21][CH2:22][O:23][C:24]1[CH:33]=[C:32]2[C:27]([C:28]([NH:34][C:35]3[S:36][C:37]([CH2:40][C:41]([NH:43][C:44]4[CH:49]=[CH:48][CH:47]=[C:46]([F:50])[C:45]=4[F:51])=[O:42])=[CH:38][N:39]=3)=[N:29][CH:30]=[N:31]2)=[CH:26][C:25]=1[O:52][CH3:53])([O:8]C(C)(C)C)([O:3]C(C)(C)C)=[O:2].Cl.C1(N)C(F)=C(F)C(F)=C(N)C=1F.Cl.Cl. (3) Given the product [CH3:17][O:16][C:10]1[CH:15]=[CH:14][C:13]([C:1]([C:2]2[CH:7]=[CH:6][CH:5]=[CH:4][CH:3]=2)=[O:8])=[CH:12][CH:11]=1, predict the reactants needed to synthesize it. The reactants are: [C:1](Cl)(=[O:8])[C:2]1[CH:7]=[CH:6][CH:5]=[CH:4][CH:3]=1.[C:10]1([O:16][CH3:17])[CH:15]=[CH:14][CH:13]=[CH:12][CH:11]=1. (4) The reactants are: [CH3:1][N:2]([CH3:20])[C:3]([C@H:5]1[CH2:9][CH2:8][CH2:7][N:6]1C(OCC1C=CC=CC=1)=O)=[O:4].[H][H]. Given the product [CH3:1][N:2]([CH3:20])[C:3]([C@H:5]1[CH2:9][CH2:8][CH2:7][NH:6]1)=[O:4], predict the reactants needed to synthesize it.